From a dataset of Catalyst prediction with 721,799 reactions and 888 catalyst types from USPTO. Predict which catalyst facilitates the given reaction. Reactant: [CH2:1]([N:8](C)[C@@H:9]1[CH2:14][CH2:13][CH2:12][CH2:11][C@@H:10]1[NH:15][C:16]([O:18][C:19]([CH3:22])([CH3:21])[CH3:20])=[O:17])C1C=CC=CC=1.[H][H]. Product: [C:19]([O:18][C:16]([NH:15][C@@H:10]1[CH2:11][CH2:12][CH2:13][CH2:14][C@@H:9]1[NH:8][CH3:1])=[O:17])([CH3:22])([CH3:21])[CH3:20]. The catalyst class is: 43.